This data is from Catalyst prediction with 721,799 reactions and 888 catalyst types from USPTO. The task is: Predict which catalyst facilitates the given reaction. (1) Reactant: [Si:1]([O:8][C@H:9]([C@H:36]1[CH2:40][C@@H:39]([O:41][CH2:42][CH2:43][CH3:44])[CH2:38][N:37]1[C:45]([O:47][C:48]([CH3:51])([CH3:50])[CH3:49])=[O:46])[C@@H:10]([NH:20][C:21](=[O:35])[C:22]1[CH:27]=[C:26]([N:28]2[CH2:32][CH2:31][CH2:30][C:29]2=[O:33])[CH:25]=[C:24]([OH:34])[CH:23]=1)[CH2:11][C:12]1[CH:17]=[C:16]([F:18])[CH:15]=[C:14]([F:19])[CH:13]=1)([C:4]([CH3:7])([CH3:6])[CH3:5])([CH3:3])[CH3:2].C(=O)([O-])[O-].[Cs+].[Cs+].I[CH:59]([CH3:61])[CH3:60].C(OCC)(=O)C. Product: [Si:1]([O:8][C@H:9]([C@H:36]1[CH2:40][C@@H:39]([O:41][CH2:42][CH2:43][CH3:44])[CH2:38][N:37]1[C:45]([O:47][C:48]([CH3:50])([CH3:49])[CH3:51])=[O:46])[C@@H:10]([NH:20][C:21](=[O:35])[C:22]1[CH:27]=[C:26]([N:28]2[CH2:32][CH2:31][CH2:30][C:29]2=[O:33])[CH:25]=[C:24]([O:34][CH:59]([CH3:61])[CH3:60])[CH:23]=1)[CH2:11][C:12]1[CH:17]=[C:16]([F:18])[CH:15]=[C:14]([F:19])[CH:13]=1)([C:4]([CH3:5])([CH3:6])[CH3:7])([CH3:3])[CH3:2]. The catalyst class is: 3. (2) Reactant: [NH2:1][C@@H:2]([C:12]1[CH:17]=[CH:16][CH:15]=[CH:14][CH:13]=1)[CH2:3][C:4]([O:6][C@H:7]([CH2:9][CH:10]=[CH2:11])[CH3:8])=[O:5].[C:18](O)(=[O:23])[CH2:19][CH2:20][CH:21]=[CH2:22].CCN=C=NCCCN(C)C. Product: [C:18]([NH:1][C@@H:2]([C:12]1[CH:13]=[CH:14][CH:15]=[CH:16][CH:17]=1)[CH2:3][C:4]([O:6][C@H:7]([CH2:9][CH:10]=[CH2:11])[CH3:8])=[O:5])(=[O:23])[CH2:19][CH2:20][CH:21]=[CH2:22]. The catalyst class is: 64. (3) Reactant: [C:1]([OH:10])(=[O:9])[C:2]1[C:3](=[CH:5][CH:6]=[CH:7][CH:8]=1)[NH2:4].ClCCCl.[CH:15](=O)[CH:16]([CH3:18])[CH3:17].C(O[BH-](OC(=O)C)OC(=O)C)(=O)C.[Na+]. Product: [CH2:15]([NH:4][C:3]1[CH:5]=[CH:6][CH:7]=[CH:8][C:2]=1[C:1]([OH:10])=[O:9])[CH:16]([CH3:18])[CH3:17]. The catalyst class is: 322. (4) Reactant: C(OC(=O)/[C:7](/[C:27]#[N:28])=[CH:8]\[NH:9][C:10]1[S:11][CH:12]=[C:13]([C:19]2[CH:24]=[CH:23][C:22]([O:25][CH3:26])=[CH:21][CH:20]=2)[C:14]=1[C:15]([O:17]C)=O)(C)(C)C.C(#N)C.C(O)(C(F)(F)F)=O. Product: [CH3:26][O:25][C:22]1[CH:21]=[CH:20][C:19]([C:13]2[C:14]3[C:15](=[O:17])[C:7]([C:27]#[N:28])=[CH:8][NH:9][C:10]=3[S:11][CH:12]=2)=[CH:24][CH:23]=1. The catalyst class is: 6. (5) The catalyst class is: 71. Product: [CH3:30][C:31]1[NH:35][C:34]2[CH:36]=[CH:37][C:38]([NH:40][C:2]3[C:3]4[NH:20][N:19]=[CH:18][C:4]=4[N:5]=[C:6]([C:8]4[CH:13]=[CH:12][CH:11]=[C:10]([S:14]([CH3:17])(=[O:15])=[O:16])[CH:9]=4)[N:7]=3)=[CH:39][C:33]=2[N:32]=1. Reactant: Cl[C:2]1[C:3]2[C:4](=[CH:18][N:19](CC3C=CC(OC)=CC=3)[N:20]=2)[N:5]=[C:6]([C:8]2[CH:13]=[CH:12][CH:11]=[C:10]([S:14]([CH3:17])(=[O:16])=[O:15])[CH:9]=2)[N:7]=1.[CH3:30][C:31]1[NH:35][C:34]2[CH:36]=[CH:37][C:38]([NH2:40])=[CH:39][C:33]=2[N:32]=1.Cl. (6) Reactant: [C:1]([O:4][C:5]1[CH:10]=[CH:9][C:8]([C:11](=[O:31])[NH:12][C@H:13]([C:24]2[C:29]([F:30])=[CH:28][CH:27]=[CH:26][N:25]=2)[C:14]2[CH:19]=[CH:18][C:17]([C:20]([F:23])([F:22])[F:21])=[CH:16][CH:15]=2)=[CH:7][C:6]=1[N+:32]([O-])=O)(=[O:3])[CH3:2]. Product: [C:1]([O:4][C:5]1[CH:10]=[CH:9][C:8]([C:11](=[O:31])[NH:12][C@H:13]([C:24]2[C:29]([F:30])=[CH:28][CH:27]=[CH:26][N:25]=2)[C:14]2[CH:19]=[CH:18][C:17]([C:20]([F:22])([F:21])[F:23])=[CH:16][CH:15]=2)=[CH:7][C:6]=1[NH2:32])(=[O:3])[CH3:2]. The catalyst class is: 99.